The task is: Binary Classification. Given a miRNA mature sequence and a target amino acid sequence, predict their likelihood of interaction.. This data is from Experimentally validated miRNA-target interactions with 360,000+ pairs, plus equal number of negative samples. The miRNA is mmu-miR-1251-5p with sequence ACUCUAGCUGCCAAAGGCGCU. The protein sequence of the target gene is MMVSICEQKLQHFSAVFLLILCLGMMSAAPPPDPSLDNEWKEWKTKFAKAYNLNEERHRRLVWEENKKKIEAHNADYEQGKTSFYMGLNQFSDLTPEEFKTNCYGNSLNRGEMAPDLPEYEDLGKNSYLTPGRAQPE. Result: 1 (interaction).